From a dataset of Catalyst prediction with 721,799 reactions and 888 catalyst types from USPTO. Predict which catalyst facilitates the given reaction. (1) Reactant: [Cl:1][C:2]1[CH:3]=[CH:4][C:5]([S:21][CH2:22][C:23]2[CH:28]=[CH:27][CH:26]=[C:25]([NH:29][S:30]([CH3:33])(=[O:32])=[O:31])[CH:24]=2)=[C:6]([NH:8][S:9]([C:12]2[O:13][C:14]3[CH:20]=[CH:19][CH:18]=[CH:17][C:15]=3[CH:16]=2)(=[O:11])=[O:10])[CH:7]=1.C1C=C(Cl)C=C(C(OO)=[O:42])C=1. Product: [Cl:1][C:2]1[CH:3]=[CH:4][C:5]([S:21]([CH2:22][C:23]2[CH:28]=[CH:27][CH:26]=[C:25]([NH:29][S:30]([CH3:33])(=[O:32])=[O:31])[CH:24]=2)=[O:42])=[C:6]([NH:8][S:9]([C:12]2[O:13][C:14]3[CH:20]=[CH:19][CH:18]=[CH:17][C:15]=3[CH:16]=2)(=[O:11])=[O:10])[CH:7]=1. The catalyst class is: 2. (2) Reactant: [OH:1][CH2:2][CH2:3][NH:4][C:5](=[O:14])[O:6][CH2:7][C:8]1[CH:13]=[CH:12][CH:11]=[CH:10][CH:9]=1.[C:28]1(P([C:28]2[CH:33]=[CH:32][CH:31]=[CH:30][CH:29]=2)[C:28]2[CH:33]=[CH:32][CH:31]=[CH:30][CH:29]=2)[CH:33]=[CH:32][CH:31]=[CH:30][CH:29]=1.[N:34]([C:41]([O:43]CC)=O)=NC(OCC)=O.[C:46](OCC)(=[O:48])C. Product: [CH2:7]([O:6][C:5]([NH:4][CH2:3][CH2:2][O:1][N:34]1[C:41](=[O:43])[C:33]2=[CH:32][CH:31]=[CH:30][CH:29]=[C:28]2[C:46]1=[O:48])=[O:14])[C:8]1[CH:9]=[CH:10][CH:11]=[CH:12][CH:13]=1. The catalyst class is: 7. (3) The catalyst class is: 14. Product: [C:8]([O:7][C:5]([CH:3]1[CH2:2][N:1]([C:15](=[NH:19])[CH2:16][C:17]#[N:18])[CH2:4]1)=[O:6])([CH3:11])([CH3:10])[CH3:9]. Reactant: [NH:1]1[CH2:4][CH:3]([C:5]([O:7][C:8]([CH3:11])([CH3:10])[CH3:9])=[O:6])[CH2:2]1.C(O[C:15](=[NH:19])[CH2:16][C:17]#[N:18])C. (4) Reactant: F[C:2]1[CH:15]=[CH:14][CH:13]=[CH:12][C:3]=1[C:4]([C:6]1[CH:11]=[CH:10][CH:9]=[CH:8][CH:7]=1)=O.[CH2:16]([NH2:19])[CH2:17][NH2:18]. Product: [C:6]1([C:4]2[C:3]3[CH:12]=[CH:13][CH:14]=[CH:15][C:2]=3[NH:19][CH2:16][CH2:17][N:18]=2)[CH:7]=[CH:8][CH:9]=[CH:10][CH:11]=1. The catalyst class is: 8.